Dataset: Reaction yield outcomes from USPTO patents with 853,638 reactions. Task: Predict the reaction yield, written as a fraction of the theoretical maximum amount of product (1.0 means a 100% yield; for example, 0.34 means a 34% yield). (1) The reactants are [NH2:1][C:2]1[CH:3]=[C:4]2[C:8](=[CH:9][CH:10]=1)[NH:7][CH:6]=[C:5]2[C:11]1[CH2:16][CH2:15][CH:14]([N:17]([CH3:25])[C:18](=[O:24])[O:19][C:20]([CH3:23])([CH3:22])[CH3:21])[CH2:13][CH:12]=1.I.CS[C:29]([C:31]1[S:32][CH:33]=[CH:34][CH:35]=1)=[NH:30]. The catalyst is C(O)C. The product is [CH3:25][N:17]([CH:14]1[CH2:15][CH2:16][C:11]([C:5]2[C:4]3[C:8](=[CH:9][CH:10]=[C:2]([NH:1][C:29]([C:31]4[S:32][CH:33]=[CH:34][CH:35]=4)=[NH:30])[CH:3]=3)[NH:7][CH:6]=2)=[CH:12][CH2:13]1)[C:18](=[O:24])[O:19][C:20]([CH3:21])([CH3:22])[CH3:23]. The yield is 0.680. (2) The reactants are C([O:3][P:4]([CH:9]([C:36]#[N:37])[CH2:10][C:11]([CH2:34][CH3:35])=[CH:12][CH2:13][C:14]1[C:15]([O:27]CC[Si](C)(C)C)=[C:16]2[C:20](=[C:21]([CH3:25])[C:22]=1[O:23][CH3:24])[CH2:19][O:18][C:17]2=[O:26])(=[O:8])[O:5]CC)C. The catalyst is C(O)(C(F)(F)F)=O.C(Cl)Cl. The product is [C:36]([CH:9]([P:4](=[O:3])([OH:5])[OH:8])[CH2:10][C:11]([CH2:34][CH3:35])=[CH:12][CH2:13][C:14]1[C:15]([OH:27])=[C:16]2[C:20](=[C:21]([CH3:25])[C:22]=1[O:23][CH3:24])[CH2:19][O:18][C:17]2=[O:26])#[N:37]. The yield is 0.610. (3) The reactants are Cl[C:2]1[N:7]=[C:6]([NH:8][CH:9]2[CH2:14][CH2:13][N:12]([C:15]([O:17][C:18]([CH3:21])([CH3:20])[CH3:19])=[O:16])[CH2:11][CH2:10]2)[C:5]([N+:22]([O-:24])=[O:23])=[CH:4][CH:3]=1.C(=O)([O-])[O-].[Na+].[Na+].[CH:31]1[C:40]2[C:35](=[CH:36][CH:37]=[CH:38][CH:39]=2)[CH:34]=[CH:33][C:32]=1B(O)O. The catalyst is CN(C=O)C. The product is [CH:39]1[C:40]2[C:35](=[CH:34][CH:33]=[CH:32][CH:31]=2)[CH:36]=[CH:37][C:38]=1[C:2]1[N:7]=[C:6]([NH:8][CH:9]2[CH2:14][CH2:13][N:12]([C:15]([O:17][C:18]([CH3:21])([CH3:20])[CH3:19])=[O:16])[CH2:11][CH2:10]2)[C:5]([N+:22]([O-:24])=[O:23])=[CH:4][CH:3]=1. The yield is 0.880. (4) The reactants are Br[C:2]1[CH:9]=[C:8]([N:10]2[C:18]3[CH2:17][C:16]([CH3:20])([CH3:19])[CH2:15][C:14](=[O:21])[C:13]=3[C:12]([CH3:22])=[CH:11]2)[CH:7]=[CH:6][C:3]=1[C:4]#[N:5].[NH2:23][C@H:24]1[CH2:29][CH2:28][C@H:27]([OH:30])[CH2:26][CH2:25]1.CC(C)([O-:34])C.[Na+].C1(C)C=CC=CC=1. The catalyst is O.C([O-])(=O)C.[Pd+2].C([O-])(=O)C.C1(P(C2C=CC=CC=2)[C-]2C=CC=C2)C=CC=CC=1.[C-]1(P(C2C=CC=CC=2)C2C=CC=CC=2)C=CC=C1.[Fe+2].CS(C)=O.C(O)C. The product is [OH:30][C@H:27]1[CH2:28][CH2:29][C@H:24]([NH:23][C:2]2[CH:9]=[C:8]([N:10]3[C:18]4[CH2:17][C:16]([CH3:20])([CH3:19])[CH2:15][C:14](=[O:21])[C:13]=4[C:12]([CH3:22])=[CH:11]3)[CH:7]=[CH:6][C:3]=2[C:4]([NH2:5])=[O:34])[CH2:25][CH2:26]1. The yield is 0.470. (5) The product is [CH3:1][O:2][C:3](=[O:4])[NH:5][CH:6]1[CH2:11][CH2:10][CH2:9][N:8]([CH:12]([C:13](=[O:15])[NH:83][CH2:82][C:81]([C:78]2[CH:79]=[CH:80][C:75]([C:72]3[CH:71]=[CH:70][C:69]([C:66]4[NH:65][C:64]([CH:60]5[CH2:61][CH2:62][CH2:63][N:59]5[C:57](=[O:58])[CH:53]([NH:52][C:51]([O:50][CH3:49])=[O:85])[CH:54]([CH3:56])[CH3:55])=[N:68][CH:67]=4)=[CH:74][CH:73]=3)=[CH:76][CH:77]=2)=[O:84])[CH3:16])[C:7]1=[O:17]. The yield is 0.990. The catalyst is CN(C)C=O. The reactants are [CH3:1][O:2][C:3]([NH:5][CH:6]1[CH2:11][CH2:10][CH2:9][N:8]([CH:12]([CH3:16])[C:13]([OH:15])=O)[C:7]1=[O:17])=[O:4].CN(C(ON1N=NC2C=CC=NC1=2)=[N+](C)C)C.F[P-](F)(F)(F)(F)F.CN1CCOCC1.[CH3:49][O:50][C:51](=[O:85])[NH:52][CH:53]([C:57]([N:59]1[CH2:63][CH2:62][CH2:61][CH:60]1[C:64]1[NH:65][C:66]([C:69]2[CH:74]=[CH:73][C:72]([C:75]3[CH:80]=[CH:79][C:78]([C:81](=[O:84])[CH2:82][NH2:83])=[CH:77][CH:76]=3)=[CH:71][CH:70]=2)=[CH:67][N:68]=1)=[O:58])[CH:54]([CH3:56])[CH3:55].